Dataset: Forward reaction prediction with 1.9M reactions from USPTO patents (1976-2016). Task: Predict the product of the given reaction. (1) Given the reactants [C:1]([O:5][C:6]([N:8]1[CH2:13][CH2:12][CH:11]([N:14]2[C:18]3=[N:19][CH:20]=[N:21][C:22](Cl)=[C:17]3[CH:16]=[N:15]2)[CH2:10][CH2:9]1)=[O:7])([CH3:4])([CH3:3])[CH3:2].[F:24][C:25]1[CH:26]=[C:27]([OH:31])[CH:28]=[CH:29][CH:30]=1, predict the reaction product. The product is: [C:1]([O:5][C:6]([N:8]1[CH2:13][CH2:12][CH:11]([N:14]2[C:18]3=[N:19][CH:20]=[N:21][C:22]([O:31][C:27]4[CH:28]=[CH:29][CH:30]=[C:25]([F:24])[CH:26]=4)=[C:17]3[CH:16]=[N:15]2)[CH2:10][CH2:9]1)=[O:7])([CH3:4])([CH3:3])[CH3:2]. (2) Given the reactants [CH3:1][C:2]1[N:7]2[N:8]=[C:9]([CH2:11][CH2:12][C:13]3[N:17]([CH3:18])[N:16]=[C:15]([N:19]4[CH2:23][CH2:22][CH:21]([O:24]C5CCCCO5)[CH2:20]4)[N:14]=3)[N:10]=[C:6]2[C:5]([CH3:31])=[N:4][CH:3]=1.O.C1(C)C=CC(S(O)(=O)=O)=CC=1, predict the reaction product. The product is: [CH3:1][C:2]1[N:7]2[N:8]=[C:9]([CH2:11][CH2:12][C:13]3[N:17]([CH3:18])[N:16]=[C:15]([N:19]4[CH2:23][CH2:22][CH:21]([OH:24])[CH2:20]4)[N:14]=3)[N:10]=[C:6]2[C:5]([CH3:31])=[N:4][CH:3]=1. (3) Given the reactants [CH3:1][C:2]1[NH:3][CH:4]=[C:5]([C:7]([OH:9])=[O:8])[N:6]=1.F[C:11]1[CH:18]=[CH:17][C:14]([C:15]#[N:16])=[CH:13][C:12]=1[F:19].C([O-])([O-])=O.[K+].[K+], predict the reaction product. The product is: [C:15]([C:14]1[CH:17]=[CH:18][C:11]([N:3]2[CH:4]=[C:5]([C:7]([OH:9])=[O:8])[N:6]=[C:2]2[CH3:1])=[C:12]([F:19])[CH:13]=1)#[N:16]. (4) Given the reactants [CH3:1][O:2][C:3](=[O:25])[CH2:4][C:5]1[C:14]([CH3:15])=[C:13](OS(C(F)(F)F)(=O)=O)[C:12]2[C:7](=[CH:8][CH:9]=[C:10]([F:24])[CH:11]=2)[CH:6]=1.C1(P(C2C=CC=CC=2)C2C=CC=CC=2)C=CC=CC=1.[F:45][C:46]1[CH:51]=[CH:50][C:49]([NH:52][S:53]([C:56]2[CH:61]=[CH:60][C:59](B(O)O)=[CH:58][CH:57]=2)(=[O:55])=[O:54])=[CH:48][CH:47]=1.C(=O)([O-])[O-].[Na+].[Na+], predict the reaction product. The product is: [CH3:1][O:2][C:3](=[O:25])[CH2:4][C:5]1[C:14]([CH3:13])=[C:15]([C:59]2[CH:58]=[CH:57][C:56]([S:53](=[O:54])(=[O:55])[NH:52][C:49]3[CH:50]=[CH:51][C:46]([F:45])=[CH:47][CH:48]=3)=[CH:61][CH:60]=2)[C:8]2[C:7](=[CH:12][CH:11]=[C:10]([F:24])[CH:9]=2)[CH:6]=1. (5) Given the reactants [C:1]([O:5][C:6]([NH:8][CH2:9][C:10]1[C:11]([CH2:27][CH:28]([CH3:30])[CH3:29])=[N:12][C:13]([CH3:26])=[C:14]([C:18]=1[C:19]1[CH:24]=[CH:23][C:22]([CH3:25])=[CH:21][CH:20]=1)C(O)=O)=[O:7])([CH3:4])([CH3:3])[CH3:2].C([N:33]([CH2:36]C)CC)C.C1(P([N:52]=[N+]=[N-])(C2C=CC=CC=2)=O)C=CC=CC=1.[OH2:55], predict the reaction product. The product is: [NH2:52][C:36]([NH:33][C:14]1[C:18]([C:19]2[CH:24]=[CH:23][C:22]([CH3:25])=[CH:21][CH:20]=2)=[C:10]([CH2:9][NH:8][C:6](=[O:7])[O:5][C:1]([CH3:2])([CH3:3])[CH3:4])[C:11]([CH2:27][CH:28]([CH3:29])[CH3:30])=[N:12][C:13]=1[CH3:26])=[O:55]. (6) The product is: [O:1]=[C:2]1[C@@H:6]2[CH2:7][N:8]([C:11]([O:13][CH2:14][C:15]3[CH:16]=[CH:17][CH:18]=[CH:19][CH:20]=3)=[O:12])[CH2:9][CH2:10][C@@H:5]2[CH2:4][CH2:3]1. Given the reactants [O:1]=[C:2]1[C@H:6]2[CH2:7][N:8]([C:11]([O:13][CH2:14][C:15]3[CH:20]=[CH:19][CH:18]=[CH:17][CH:16]=3)=[O:12])[CH2:9][CH2:10][C@@H:5]2[CH2:4][CH2:3]1, predict the reaction product. (7) Given the reactants [Cl:1][C:2]1[CH:3]=[CH:4][C:5]([NH:8][C:9]([C:11]2[O:19][C:18]3[C:13](=[N:14][C:15]([C:20]([O:22]C)=[O:21])=[CH:16][CH:17]=3)[C:12]=2[NH:24][C:25]([C@H:27]2[CH2:32][CH2:31][C@H:30]([N:33]3[CH2:38][CH2:37][O:36][CH2:35][C:34]3=[O:39])[CH2:29][CH2:28]2)=[O:26])=[O:10])=[N:6][CH:7]=1.[OH-].[Na+].Cl, predict the reaction product. The product is: [Cl:1][C:2]1[CH:3]=[CH:4][C:5]([NH:8][C:9]([C:11]2[O:19][C:18]3[C:13](=[N:14][C:15]([C:20]([OH:22])=[O:21])=[CH:16][CH:17]=3)[C:12]=2[NH:24][C:25]([C@H:27]2[CH2:28][CH2:29][C@H:30]([N:33]3[CH2:38][CH2:37][O:36][CH2:35][C:34]3=[O:39])[CH2:31][CH2:32]2)=[O:26])=[O:10])=[N:6][CH:7]=1. (8) Given the reactants [F:1][C:2]1[CH:18]=[CH:17][C:5]([C:6]([N:8]2[CH2:13][CH2:12][CH2:11][C@H:10]([C:14]([NH2:16])=[O:15])[CH2:9]2)=[O:7])=[CH:4][CH:3]=1.Br.Br[CH2:21][C:22]([C:24]1[CH:29]=[CH:28][C:27]([F:30])=[CH:26][N:25]=1)=O.C(OCC)(=O)C, predict the reaction product. The product is: [F:1][C:2]1[CH:3]=[CH:4][C:5]([C:6]([N:8]2[CH2:13][CH2:12][CH2:11][C@H:10]([C:14]3[O:15][CH:21]=[C:22]([C:24]4[CH:29]=[CH:28][C:27]([F:30])=[CH:26][N:25]=4)[N:16]=3)[CH2:9]2)=[O:7])=[CH:17][CH:18]=1.